This data is from Forward reaction prediction with 1.9M reactions from USPTO patents (1976-2016). The task is: Predict the product of the given reaction. (1) Given the reactants O1CCCC1.[CH:6]([Mg]Br)=[CH2:7].[F:10][C:11]([F:42])([F:41])[C:12]1[CH:17]=[CH:16][C:15]([CH2:18][C:19]([N:21]2[CH2:26][CH2:25][N:24]([S:27]([C:30]3[CH:35]=[C:34]([C:36]([F:39])([F:38])[F:37])[CH:33]=[C:32](Br)[CH:31]=3)(=[O:29])=[O:28])[CH2:23][CH2:22]2)=[O:20])=[CH:14][CH:13]=1.FC(F)(F)C1C=CC(CC(N2CCNCC2)=O)=CC=1.C(N1CCNCC1)(=O)C1C=CC=CC=1.BrC1C=C(S(Cl)(=O)=O)C=C(C(F)(F)F)C=1.FC(F)(F)C1C=C(S(Cl)(=O)=O)C=C(C(F)(F)F)C=1.Cl, predict the reaction product. The product is: [F:42][C:11]([F:10])([F:41])[C:12]1[CH:17]=[CH:16][C:15]([CH2:18][C:19]([N:21]2[CH2:26][CH2:25][N:24]([S:27]([C:30]3[CH:35]=[C:34]([C:36]([F:37])([F:38])[F:39])[CH:33]=[C:32]([CH:6]=[CH2:7])[CH:31]=3)(=[O:28])=[O:29])[CH2:23][CH2:22]2)=[O:20])=[CH:14][CH:13]=1. (2) Given the reactants [Cl:1][C:2]1[CH:3]=[C:4]([C:14]([C:16]2[CH:21]=[CH:20][CH:19]=[C:18]([Cl:22])[CH:17]=2)=O)[CH:5]=[CH:6][C:7]=1[CH2:8][N:9]1[CH2:13][CH2:12][CH2:11][CH2:10]1.Cl.[NH2:24][OH:25], predict the reaction product. The product is: [Cl:1][C:2]1[CH:3]=[C:4]([C:14]([C:16]2[CH:21]=[CH:20][CH:19]=[C:18]([Cl:22])[CH:17]=2)=[N:24][OH:25])[CH:5]=[CH:6][C:7]=1[CH2:8][N:9]1[CH2:13][CH2:12][CH2:11][CH2:10]1. (3) Given the reactants [S:1]([OH:11])(=[O:10])([C:3]1[CH:8]=[CH:7][C:6]([NH2:9])=[CH:5][CH:4]=1)=[O:2].C([O-])(=O)C.[Na+].[NH2:17][C:18]1[N:22]([C:23]2[CH:28]=[CH:27][C:26]([N+:29]([O-:31])=[O:30])=[CH:25][CH:24]=2)[N:21]=[CH:20][CH:19]=1.C([N:34](CC)CC)C.Cl, predict the reaction product. The product is: [NH2:17][C:18]1[N:22]([C:23]2[CH:24]=[CH:25][C:26]([N+:29]([O-:31])=[O:30])=[CH:27][CH:28]=2)[N:21]=[CH:20][C:19]=1[N:34]=[N:9][C:6]1[CH:5]=[CH:4][C:3]([S:1]([OH:11])(=[O:10])=[O:2])=[CH:8][CH:7]=1. (4) Given the reactants Cl[CH:2]([O:4][C:5](=[O:32])[N:6]([C:29](=[O:31])[CH3:30])[CH2:7][C@@H:8]1[O:12][C:11](=[O:13])[N:10]([C:14]2[CH:19]=[CH:18][C:17]([CH:20]3[CH2:25][CH2:24][S:23](=[O:27])(=[O:26])[CH2:22][CH2:21]3)=[C:16]([F:28])[CH:15]=2)[CH2:9]1)[CH3:3].[CH:33]1([C:38]([O-:40])=[O:39])[CH2:37][CH2:36][CH2:35][CH2:34]1.[Cs+].[I-].[Na+].O, predict the reaction product. The product is: [C:29]([N:6]([CH2:7][C@@H:8]1[O:12][C:11](=[O:13])[N:10]([C:14]2[CH:19]=[CH:18][C:17]([CH:20]3[CH2:25][CH2:24][S:23](=[O:27])(=[O:26])[CH2:22][CH2:21]3)=[C:16]([F:28])[CH:15]=2)[CH2:9]1)[C:5]([O:4][CH:2]([O:40][C:38]([CH:33]1[CH2:37][CH2:36][CH2:35][CH2:34]1)=[O:39])[CH3:3])=[O:32])(=[O:31])[CH3:30]. (5) Given the reactants [Cl:1][C:2]1[N:11]=[C:10](Cl)[C:9]2[C:4](=[CH:5][CH:6]=[CH:7][CH:8]=2)[N:3]=1.[CH3:13][C:14]1[CH:21]=[CH:20][C:17]([NH:18][CH3:19])=[CH:16][CH:15]=1, predict the reaction product. The product is: [Cl:1][C:2]1[N:11]=[C:10]([N:18]([C:17]2[CH:20]=[CH:21][C:14]([CH3:13])=[CH:15][CH:16]=2)[CH3:19])[C:9]2[C:4](=[CH:5][CH:6]=[CH:7][CH:8]=2)[N:3]=1.